This data is from Catalyst prediction with 721,799 reactions and 888 catalyst types from USPTO. The task is: Predict which catalyst facilitates the given reaction. (1) Reactant: [CH2:1]([O:8][C@H:9]1[C@H:14]([O:15][CH2:16][C:17]2[CH:22]=[CH:21][CH:20]=[CH:19][CH:18]=2)[C@@H:13]([O:23][CH2:24][C:25]2[CH:30]=[CH:29][CH:28]=[CH:27][CH:26]=2)[C@@:12]([C:33]2[CH:38]=[CH:37][C:36]([Cl:39])=[C:35]([CH2:40][C:41]3[CH:46]=[CH:45][C:44]([O:47][CH2:48][CH3:49])=[CH:43][CH:42]=3)[CH:34]=2)([O:31][CH3:32])[O:11][C@@:10]1([CH2:52][OH:53])[CH:50]=[O:51])[C:2]1[CH:7]=[CH:6][CH:5]=[CH:4][CH:3]=1.P(O)(O)([O-])=[O:55].[K+].CC(=CC)C.Cl([O-])=O.[Na+]. The catalyst class is: 371. Product: [CH2:1]([O:8][C@H:9]1[C@H:14]([O:15][CH2:16][C:17]2[CH:18]=[CH:19][CH:20]=[CH:21][CH:22]=2)[C@@H:13]([O:23][CH2:24][C:25]2[CH:30]=[CH:29][CH:28]=[CH:27][CH:26]=2)[C@@:12]([C:33]2[CH:38]=[CH:37][C:36]([Cl:39])=[C:35]([CH2:40][C:41]3[CH:42]=[CH:43][C:44]([O:47][CH2:48][CH3:49])=[CH:45][CH:46]=3)[CH:34]=2)([O:31][CH3:32])[O:11][C@@:10]1([CH2:52][OH:53])[C:50]([OH:55])=[O:51])[C:2]1[CH:7]=[CH:6][CH:5]=[CH:4][CH:3]=1. (2) Reactant: [Cl:1][C:2]1[CH:3]=[C:4]2[C:8](=[CH:9][CH:10]=1)[NH:7][C:6](=[O:11])[CH2:5]2.[H-].[Na+].[Cl:14][C:15]1[CH:38]=[CH:37][C:36]([C:39]([F:42])([F:41])[F:40])=[CH:35][C:16]=1[C:17]([NH:19][CH:20]1[CH2:25][CH2:24][CH:23]([CH2:26]OS(C(F)(F)F)(=O)=O)[CH2:22][CH2:21]1)=[O:18]. Product: [Cl:14][C:15]1[CH:38]=[CH:37][C:36]([C:39]([F:40])([F:41])[F:42])=[CH:35][C:16]=1[C:17]([NH:19][C@H:20]1[CH2:25][CH2:24][C@H:23]([CH2:26][N:7]2[C:8]3[C:4](=[CH:3][C:2]([Cl:1])=[CH:10][CH:9]=3)[CH2:5][C:6]2=[O:11])[CH2:22][CH2:21]1)=[O:18]. The catalyst class is: 18. (3) The catalyst class is: 1. Reactant: [CH2:1]([O:5][C:6]1[C:7]2[CH:14]=[CH:13][NH:12][C:8]=2[N:9]=[CH:10][N:11]=1)[CH:2]([CH3:4])[CH3:3].[Cl:15]N1C(=O)CCC1=O.ClC(Cl)C(O)=O. Product: [Cl:15][C:14]1[C:7]2[C:6]([O:5][CH2:1][CH:2]([CH3:4])[CH3:3])=[N:11][CH:10]=[N:9][C:8]=2[NH:12][CH:13]=1. (4) Reactant: [F:1][CH:2]([F:19])/[CH:3]=[CH:4]/[C:5]1([OH:18])[CH2:10][CH2:9][N:8](C(OC(C)(C)C)=O)[CH2:7][CH2:6]1. Product: [F:19][CH:2]([F:1])/[CH:3]=[CH:4]/[C:5]1([OH:18])[CH2:6][CH2:7][NH:8][CH2:9][CH2:10]1. The catalyst class is: 89. (5) Product: [O:29]=[C:28]1[NH:26][N:27]=[C:1]([C:3]2[N:4]=[C:5]([O:13][C@H:14]3[CH2:18][CH2:17][N:16]([C:19]([O:21][C:22]([CH3:25])([CH3:24])[CH3:23])=[O:20])[CH2:15]3)[C:6]3[C:11]([CH:12]=2)=[CH:10][CH:9]=[CH:8][CH:7]=3)[NH:2]1. Reactant: [C:1]([C:3]1[N:4]=[C:5]([O:13][C@H:14]2[CH2:18][CH2:17][N:16]([C:19]([O:21][C:22]([CH3:25])([CH3:24])[CH3:23])=[O:20])[CH2:15]2)[C:6]2[C:11]([CH:12]=1)=[CH:10][CH:9]=[CH:8][CH:7]=2)#[N:2].[NH:26]([C:28](OCC)=[O:29])[NH2:27].C1CCN2C(=NCCC2)CC1. The catalyst class is: 37. (6) Product: [CH2:18]([O:17][C:12]([C:13]1[C:3]([C:4]2[CH:9]=[CH:8][C:7]([F:10])=[CH:6][CH:5]=2)=[N:2][O:1][C:14]=1[CH3:15])=[O:16])[CH3:19]. Reactant: [OH:1]/[N:2]=[C:3](\Cl)/[C:4]1[CH:9]=[CH:8][C:7]([F:10])=[CH:6][CH:5]=1.[C:12]([O:17][CH2:18][CH3:19])(=[O:16])[C:13]#[C:14][CH3:15].C(N(CC)CC)C. The catalyst class is: 27. (7) Reactant: [C:1]([S:4][C:5]1[N:6]=[CH:7][N:8]2[CH:12]=[CH:11][S:10][C:9]=12)(=O)C.C[O-].[Na+].CO.BrC[F:20].ClCCl. Product: [F:20][CH2:1][S:4][C:5]1[N:6]=[CH:7][N:8]2[CH:12]=[CH:11][S:10][C:9]=12. The catalyst class is: 5. (8) Reactant: [Cl:1][C:2]1[CH:15]=[C:14]([Cl:16])[C:13]([O:17][C:18]2[N:22]([CH3:23])[N:21]=[C:20]([CH3:24])[C:19]=2[CH3:25])=[CH:12][C:3]=1[CH2:4][CH:5]1[S:9][C:8](=N)[NH:7][C:6]1=[O:11].C(=O)([O-])[OH:27].[Na+]. Product: [Cl:1][C:2]1[CH:15]=[C:14]([Cl:16])[C:13]([O:17][C:18]2[N:22]([CH3:23])[N:21]=[C:20]([CH3:24])[C:19]=2[CH3:25])=[CH:12][C:3]=1[CH2:4][CH:5]1[S:9][C:8](=[O:27])[NH:7][C:6]1=[O:11]. The catalyst class is: 33. (9) Reactant: C[O:2][C:3](=[O:38])[CH2:4][O:5][C:6]1[CH:15]=[CH:14][C:13]([F:16])=[C:12]2[C:7]=1[C:8]([O:34][CH:35]([F:37])[F:36])=[C:9]([CH2:19][C:20]1[CH:25]=[CH:24][C:23]([C:26](=[O:32])[NH:27][CH:28]3[CH2:31][CH2:30][CH2:29]3)=[CH:22][C:21]=1[Cl:33])[C:10]([CH2:17][CH3:18])=[N:11]2.[OH-].[Li+]. Product: [Cl:33][C:21]1[CH:22]=[C:23]([C:26](=[O:32])[NH:27][CH:28]2[CH2:31][CH2:30][CH2:29]2)[CH:24]=[CH:25][C:20]=1[CH2:19][C:9]1[C:10]([CH2:17][CH3:18])=[N:11][C:12]2[C:7]([C:8]=1[O:34][CH:35]([F:37])[F:36])=[C:6]([O:5][CH2:4][C:3]([OH:38])=[O:2])[CH:15]=[CH:14][C:13]=2[F:16]. The catalyst class is: 7.